Dataset: Full USPTO retrosynthesis dataset with 1.9M reactions from patents (1976-2016). Task: Predict the reactants needed to synthesize the given product. (1) Given the product [CH3:1][C:2]1[C:7]([CH:8]=[O:9])=[CH:6][CH:5]=[C:4]([C:10]2[CH:15]=[CH:14][CH:13]=[C:12]([C:16]([F:18])([F:17])[F:19])[CH:11]=2)[N:3]=1, predict the reactants needed to synthesize it. The reactants are: [CH3:1][C:2]1[C:7]([CH2:8][OH:9])=[CH:6][CH:5]=[C:4]([C:10]2[CH:15]=[CH:14][CH:13]=[C:12]([C:16]([F:19])([F:18])[F:17])[CH:11]=2)[N:3]=1. (2) Given the product [Cl:1][C:2]1[C:10]2[C:9](=[O:11])[NH:8][N:7]=[CH:6][C:5]=2[NH:4][C:3]=1[C:20]1[CH:25]=[CH:24][C:23]([O:26][CH3:27])=[C:22]([O:28][CH:29]2[CH2:30][CH2:31][CH2:32]2)[CH:21]=1, predict the reactants needed to synthesize it. The reactants are: [Cl:1][C:2]1[C:10]2[C:9](=[O:11])[NH:8][N:7]=[CH:6][C:5]=2[N:4](COCC[Si](C)(C)C)[C:3]=1[C:20]1[CH:25]=[CH:24][C:23]([O:26][CH3:27])=[C:22]([O:28][CH:29]2[CH2:32][CH2:31][CH2:30]2)[CH:21]=1.ClC1C2C(=O)NN=CC=2N(COCC[Si](C)(C)C)C=1C1C=CC(OC(F)F)=C(OC2CCC2)C=1.